From a dataset of Forward reaction prediction with 1.9M reactions from USPTO patents (1976-2016). Predict the product of the given reaction. (1) Given the reactants [CH3:1][O:2][CH2:3][CH:4]([NH:6][C:7]([C:9]1[CH:10]=[C:11]([C:16]2[CH:21]=[CH:20][C:19]([CH3:22])=[CH:18][CH:17]=2)[CH:12]=[C:13](I)[CH:14]=1)=[O:8])[CH3:5].[CH3:23][N:24]1[CH:28]=[C:27](B(O)O)[CH:26]=[N:25]1.C([O-])([O-])=O.[Cs+].[Cs+], predict the reaction product. The product is: [CH3:1][O:2][CH2:3][CH:4]([NH:6][C:7]([C:9]1[CH:10]=[C:11]([C:16]2[CH:21]=[CH:20][C:19]([CH3:22])=[CH:18][CH:17]=2)[CH:12]=[C:13]([C:27]2[CH:26]=[N:25][N:24]([CH3:23])[CH:28]=2)[CH:14]=1)=[O:8])[CH3:5]. (2) Given the reactants [CH:1]1([C:4]([N:6]2[CH2:10][CH2:9][C@@H:8]([CH2:11][NH:12][C:13]3[CH:14]=[C:15]([CH:18]=[CH:19][C:20]=3[N+:21]([O-])=O)[C:16]#[N:17])[CH2:7]2)=[O:5])[CH2:3][CH2:2]1, predict the reaction product. The product is: [NH2:21][C:20]1[CH:19]=[CH:18][C:15]([C:16]#[N:17])=[CH:14][C:13]=1[NH:12][CH2:11][C@@H:8]1[CH2:9][CH2:10][N:6]([C:4]([CH:1]2[CH2:2][CH2:3]2)=[O:5])[CH2:7]1. (3) The product is: [CH3:1][C:2]1[N:3]=[CH:4][C:5]2[N:6]([CH:8]=[C:9]([C:11](=[O:13])[CH2:21][C:19]([O:18][CH2:17][CH3:16])=[O:20])[N:10]=2)[CH:7]=1. Given the reactants [CH3:1][C:2]1[N:3]=[CH:4][C:5]2[N:6]([CH:8]=[C:9]([C:11]([O:13]CC)=O)[N:10]=2)[CH:7]=1.[CH3:16][CH2:17][O:18][C:19]([CH3:21])=[O:20].[H-].[Na+], predict the reaction product. (4) Given the reactants [NH2:1][NH:2][C:3]([C:5]1[CH:10]=[CH:9][CH:8]=[CH:7][N:6]=1)=[NH:4].[CH3:11][O:12][C:13]1[CH:20]=[CH:19][C:16]([CH:17]=O)=[C:15]([OH:21])[CH:14]=1, predict the reaction product. The product is: [CH3:11][O:12][C:13]1[CH:20]=[CH:19][C:16]([C:17]2[NH:1][N:2]=[C:3]([C:5]3[CH:10]=[CH:9][CH:8]=[CH:7][N:6]=3)[N:4]=2)=[C:15]([OH:21])[CH:14]=1. (5) Given the reactants [CH2:1]([O:8][C:9]1[CH:10]=[C:11]2[C:16](=[CH:17][CH:18]=1)[CH2:15][CH:14]([CH:19]([O:25][Si:26]([C:29]([CH3:32])([CH3:31])[CH3:30])([CH3:28])[CH3:27])[C:20]1[O:21][CH:22]=[CH:23][N:24]=1)[CH2:13][CH2:12]2)[C:2]1[CH:7]=[CH:6][CH:5]=[CH:4][CH:3]=1.[Li]CCCC.[Sn:38](Cl)([CH2:47][CH2:48][CH2:49][CH3:50])([CH2:43][CH2:44][CH2:45][CH3:46])[CH2:39][CH2:40][CH2:41][CH3:42], predict the reaction product. The product is: [CH2:1]([O:8][C:9]1[CH:10]=[C:11]2[C:16](=[CH:17][CH:18]=1)[CH2:15][CH:14]([CH:19]([O:25][Si:26]([C:29]([CH3:32])([CH3:31])[CH3:30])([CH3:27])[CH3:28])[C:20]1[O:21][C:22]([Sn:38]([CH2:43][CH2:44][CH2:45][CH3:46])([CH2:47][CH2:48][CH2:49][CH3:50])[CH2:39][CH2:40][CH2:41][CH3:42])=[CH:23][N:24]=1)[CH2:13][CH2:12]2)[C:2]1[CH:7]=[CH:6][CH:5]=[CH:4][CH:3]=1.